This data is from Reaction yield outcomes from USPTO patents with 853,638 reactions. The task is: Predict the reaction yield, written as a fraction of the theoretical maximum amount of product (1.0 means a 100% yield; for example, 0.34 means a 34% yield). (1) The reactants are Br[C:2]1[C:11]([F:12])=[CH:10][CH:9]=[C:8]2[C:3]=1[CH:4]=[CH:5][C:6]([CH3:13])=[N:7]2.[N:14]1([C:20]([O:22][C:23]([CH3:26])([CH3:25])[CH3:24])=[O:21])[CH2:19][CH2:18][NH:17][CH2:16][CH2:15]1.C1(P(C2C(P(C3C=CC=CC=3)C3C=CC=CC=3)=C(C3C4C(=CC=CC=4)C=CC=3)C3C(C=2)=CC=CC=3)C2C=CC=CC=2)C=CC=CC=1.C(=O)([O-])[O-].[Cs+].[Cs+]. The catalyst is C1(C)C=CC=CC=1. The product is [F:12][C:11]1[C:2]([N:17]2[CH2:16][CH2:15][N:14]([C:20]([O:22][C:23]([CH3:26])([CH3:25])[CH3:24])=[O:21])[CH2:19][CH2:18]2)=[C:3]2[C:8](=[CH:9][CH:10]=1)[N:7]=[C:6]([CH3:13])[CH:5]=[CH:4]2. The yield is 0.650. (2) The reactants are [CH2:1]([OH:8])[CH2:2][CH2:3][CH2:4][CH2:5][CH2:6][OH:7].[CH3:9][C:10](C)([O-])[CH3:11].[K+].ICCC.O. The catalyst is ClCCl. The product is [CH2:9]([O:7][CH2:6][CH2:5][CH2:4][CH2:3][CH2:2][CH2:1][OH:8])[CH2:10][CH3:11]. The yield is 0.250. (3) The reactants are [Cl:1][C:2]1[CH:30]=[CH:29][C:5]([CH2:6][C:7]2([OH:28])[CH2:12][CH2:11][N:10]([C:13]([CH:15]3[O:20][C:19]4[CH:21]=[CH:22][C:23]([Cl:25])=[CH:24][C:18]=4[O:17][CH2:16]3)=O)[CH2:9][C:8]2([CH3:27])[CH3:26])=[CH:4][CH:3]=1. The catalyst is C1COCC1. The product is [Cl:1][C:2]1[CH:30]=[CH:29][C:5]([CH2:6][C:7]2([OH:28])[CH2:12][CH2:11][N:10]([CH2:13][CH:15]3[O:20][C:19]4[CH:21]=[CH:22][C:23]([Cl:25])=[CH:24][C:18]=4[O:17][CH2:16]3)[CH2:9][C:8]2([CH3:27])[CH3:26])=[CH:4][CH:3]=1. The yield is 0.510. (4) The catalyst is CN(C=O)C.C(Cl)Cl.C1C=CC([P]([Pd]([P](C2C=CC=CC=2)(C2C=CC=CC=2)C2C=CC=CC=2)([P](C2C=CC=CC=2)(C2C=CC=CC=2)C2C=CC=CC=2)[P](C2C=CC=CC=2)(C2C=CC=CC=2)C2C=CC=CC=2)(C2C=CC=CC=2)C2C=CC=CC=2)=CC=1. The product is [Cl:23][C:24]1[CH:34]=[CH:33][C:27](/[CH:28]=[CH:29]/[C:2]2[N:7]=[CH:6][N:5]([C:8]3[CH:13]=[CH:12][C:11]([O:14][CH2:15][C:16]([OH:19])([CH3:18])[CH3:17])=[C:10]([O:20][CH3:21])[CH:9]=3)[C:4](=[O:22])[CH:3]=2)=[CH:26][CH:25]=1. The yield is 0.310. The reactants are Cl[C:2]1[N:7]=[CH:6][N:5]([C:8]2[CH:13]=[CH:12][C:11]([O:14][CH2:15][C:16]([OH:19])([CH3:18])[CH3:17])=[C:10]([O:20][CH3:21])[CH:9]=2)[C:4](=[O:22])[CH:3]=1.[Cl:23][C:24]1[CH:34]=[CH:33][C:27](/[CH:28]=[CH:29]/B(O)O)=[CH:26][CH:25]=1.P([O-])([O-])([O-])=O.[K+].[K+].[K+]. (5) The reactants are [CH:1]([O:4][C:5](=O)[CH:6]([O:18]C(C)C)[NH:7][C:8]([O:10][CH2:11][C:12]1[CH:17]=[CH:16][CH:15]=[CH:14][CH:13]=1)=[O:9])([CH3:3])[CH3:2].[NH3:23]. The catalyst is C(O)C. The product is [CH:1]([O:4][CH:5]([C:6]([NH:7][C:8]([O:10][CH2:11][C:12]1[CH:17]=[CH:16][CH:15]=[CH:14][CH:13]=1)=[O:9])=[O:18])[NH2:23])([CH3:3])[CH3:2]. The yield is 0.770. (6) The reactants are [OH:1][C@@H:2]1[CH2:10][C@@H:5]2[O:6][C:7](=[O:9])[CH2:8][C@@H:4]2[C@H:3]1/[CH:11]=[CH:12]/[C@@H:13]([OH:22])[CH2:14][CH2:15][C:16]1[CH:21]=[CH:20][CH:19]=[CH:18][CH:17]=1.[O:23]1[CH:28]=[CH:27][CH2:26][CH2:25][CH2:24]1.[C:29](=[O:32])(O)[O-].[Na+]. The catalyst is ClCCl.O.C1(C)C=CC(S(O)(=O)=O)=CC=1. The product is [C:16]1([CH2:15][CH2:14][C@H:13]([O:22][CH:4]2[CH2:3][CH2:2][CH2:10][CH2:29][O:32]2)/[CH:12]=[CH:11]/[C@@H:3]2[C@@H:4]3[C@@H:5]([O:6][C:7](=[O:9])[CH2:8]3)[CH2:10][C@H:2]2[O:1][CH:28]2[CH2:27][CH2:26][CH2:25][CH2:24][O:23]2)[CH:17]=[CH:18][CH:19]=[CH:20][CH:21]=1. The yield is 0.899.